Task: Predict the product of the given reaction.. Dataset: Forward reaction prediction with 1.9M reactions from USPTO patents (1976-2016) Given the reactants [C:1]([N:8]1[CH2:12][CH2:11][CH:10]([OH:13])[CH2:9]1)([O:3][C:4]([CH3:7])([CH3:6])[CH3:5])=[O:2].[F:14][C:15]1[CH:20]=[CH:19][C:18](O)=[CH:17][CH:16]=1, predict the reaction product. The product is: [F:14][C:15]1[CH:20]=[CH:19][C:18]([O:13][CH:10]2[CH2:11][CH2:12][N:8]([C:1]([O:3][C:4]([CH3:7])([CH3:6])[CH3:5])=[O:2])[CH2:9]2)=[CH:17][CH:16]=1.